This data is from CYP2D6 inhibition data for predicting drug metabolism from PubChem BioAssay. The task is: Regression/Classification. Given a drug SMILES string, predict its absorption, distribution, metabolism, or excretion properties. Task type varies by dataset: regression for continuous measurements (e.g., permeability, clearance, half-life) or binary classification for categorical outcomes (e.g., BBB penetration, CYP inhibition). Dataset: cyp2d6_veith. The drug is O=C1c2ccccc2-c2n[nH]c3cccc1c23. The result is 1 (inhibitor).